Dataset: Full USPTO retrosynthesis dataset with 1.9M reactions from patents (1976-2016). Task: Predict the reactants needed to synthesize the given product. (1) Given the product [ClH:19].[CH2:1]([C:3]1[C:8](=[O:9])[NH:7][C:6]([CH3:10])=[C:5]([C:11]2[S:15][C:14]([S:16]([N:29]3[CH2:30][CH2:31][CH:26]([N:20]4[CH2:25][CH2:24][CH2:23][CH2:22][CH2:21]4)[CH2:27][CH2:28]3)(=[O:18])=[O:17])=[CH:13][CH:12]=2)[CH:4]=1)[CH3:2], predict the reactants needed to synthesize it. The reactants are: [CH2:1]([C:3]1[C:8](=[O:9])[NH:7][C:6]([CH3:10])=[C:5]([C:11]2[S:15][C:14]([S:16]([Cl:19])(=[O:18])=[O:17])=[CH:13][CH:12]=2)[CH:4]=1)[CH3:2].[N:20]1([CH:26]2[CH2:31][CH2:30][NH:29][CH2:28][CH2:27]2)[CH2:25][CH2:24][CH2:23][CH2:22][CH2:21]1. (2) Given the product [Cl:1][C:2]1[CH:3]=[C:4]([NH:9][C:10]2[C:19]3[C:14](=[CH:15][C:16]([O:21][CH3:22])=[C:17]([O:20][CH2:30][CH2:31][CH2:32][N:33]4[CH2:37][CH:36]5[CH2:38][O:39][CH2:40][CH:35]5[CH2:34]4)[CH:18]=3)[N:13]=[CH:12][N:11]=2)[CH:5]=[CH:6][C:7]=1[F:8], predict the reactants needed to synthesize it. The reactants are: [Cl:1][C:2]1[CH:3]=[C:4]([NH:9][C:10]2[C:19]3[C:14](=[CH:15][C:16]([O:21][CH3:22])=[C:17]([OH:20])[CH:18]=3)[N:13]=[CH:12][N:11]=2)[CH:5]=[CH:6][C:7]=1[F:8].C([O-])([O-])=O.[K+].[K+].Cl[CH2:30][CH2:31][CH2:32][N:33]1[CH2:37][CH:36]2[CH2:38][O:39][CH2:40][CH:35]2[CH2:34]1.C(Cl)Cl. (3) The reactants are: C[O:2][C:3](=[O:37])[CH2:4][CH2:5][C@H:6]([NH:22][C:23](=[O:36])[CH2:24][CH2:25][CH2:26][CH2:27][CH2:28][CH2:29][C:30]1[CH:35]=[CH:34][CH:33]=[CH:32][CH:31]=1)[CH2:7][C:8]1[CH:13]=[CH:12][C:11]([O:14][CH2:15][C:16]2[CH:21]=[CH:20][CH:19]=[CH:18][CH:17]=2)=[CH:10][CH:9]=1.[OH-].[Na+]. Given the product [CH2:15]([O:14][C:11]1[CH:12]=[CH:13][C:8]([CH2:7][C@@H:6]([NH:22][C:23](=[O:36])[CH2:24][CH2:25][CH2:26][CH2:27][CH2:28][CH2:29][C:30]2[CH:31]=[CH:32][CH:33]=[CH:34][CH:35]=2)[CH2:5][CH2:4][C:3]([OH:37])=[O:2])=[CH:9][CH:10]=1)[C:16]1[CH:17]=[CH:18][CH:19]=[CH:20][CH:21]=1, predict the reactants needed to synthesize it. (4) Given the product [CH3:1][O:2][CH2:5][Si:6]([O:11][CH3:12])([O:9][CH3:10])[O:7][CH3:8], predict the reactants needed to synthesize it. The reactants are: [CH3:1][O-:2].[Na+].Cl[CH2:5][Si:6]([O:11][CH3:12])([O:9][CH3:10])[O:7][CH3:8].[SiH4].[Cl-].[Na+]. (5) Given the product [NH2:30][C@@H:25]([CH2:24][C:23]#[C:22][C:9]1[CH:10]=[CH:11][C:12]([O:13][CH2:14][C:15]2[CH:20]=[CH:19][CH:18]=[CH:17][C:16]=2[F:21])=[C:7]([C:5]#[N:6])[CH:8]=1)[C:26]([O:28][CH3:29])=[O:27], predict the reactants needed to synthesize it. The reactants are: C(Cl)(=O)C.[C:5]([C:7]1[CH:8]=[C:9]([C:22]#[C:23][CH2:24][C@H:25]([NH:30]C(OC(C)(C)C)=O)[C:26]([O:28][CH3:29])=[O:27])[CH:10]=[CH:11][C:12]=1[O:13][CH2:14][C:15]1[CH:20]=[CH:19][CH:18]=[CH:17][C:16]=1[F:21])#[N:6].CO. (6) Given the product [NH2:22][C:11]1[CH2:10][C:9]2([CH2:4][CH2:3][CH2:8][CH2:7][CH2:6]2)[CH2:14][C:13](=[O:15])[CH:12]=1, predict the reactants needed to synthesize it. The reactants are: CN(C)[C:3]1[CH:8]=[CH:7][C:6]([CH:9]2[CH2:14][C:13](=[O:15])[CH2:12][C:11](=O)[CH2:10]2)=C[CH:4]=1.C([O-])(=O)C.[NH4+:22]. (7) Given the product [O:9]1[C:13]2([CH2:18][CH2:17][N:16]([C:19]3[CH:26]=[CH:25][C:22]([CH:23]=[C:31]4[S:27][C:28](=[O:33])[NH:29][C:30]4=[O:32])=[CH:21][CH:20]=3)[CH2:15][CH2:14]2)[O:12][CH2:11][CH2:10]1, predict the reactants needed to synthesize it. The reactants are: C(=O)C1C=CC=CC=1.[O:9]1[C:13]2([CH2:18][CH2:17][N:16]([C:19]3[CH:26]=[CH:25][C:22]([CH:23]=O)=[CH:21][CH:20]=3)[CH2:15][CH2:14]2)[O:12][CH2:11][CH2:10]1.[S:27]1[CH2:31][C:30](=[O:32])[NH:29][C:28]1=[O:33].N1CCCCC1.